Task: Predict the product of the given reaction.. Dataset: Forward reaction prediction with 1.9M reactions from USPTO patents (1976-2016) (1) The product is: [NH2:14][CH2:13][CH2:12][CH2:11][CH2:10][C@@H:9]([NH:8][C:6]([O:5][C:2]([CH3:1])([CH3:3])[CH3:4])=[O:7])[C:15]([O:17][CH3:19])=[O:16]. Given the reactants [CH3:1][C:2]([O:5][C:6]([NH:8][C@@H:9]([C:15]([OH:17])=[O:16])[CH2:10][CH2:11][CH2:12][CH2:13][NH2:14])=[O:7])([CH3:4])[CH3:3].[Si](C=[N+]=[N-])(C)(C)[CH3:19], predict the reaction product. (2) Given the reactants Cl.[NH2:2][OH:3].[OH-].[Na+].[N:6]1[CH:11]=[CH:10][CH:9]=[CH:8][C:7]=1[C:12]1[CH:19]=[CH:18][C:15]([CH:16]=O)=[CH:14][CH:13]=1, predict the reaction product. The product is: [N:6]1[CH:11]=[CH:10][CH:9]=[CH:8][C:7]=1[C:12]1[CH:19]=[CH:18][C:15]([CH:16]=[N:2][OH:3])=[CH:14][CH:13]=1. (3) Given the reactants [C:1]([C:3]1[CH:4]=[N:5][N:6]2[C:11]([C:12]([F:15])([F:14])[F:13])=[CH:10][C:9]([C:16]3[CH:21]=[CH:20][C:19]([C:22]([F:25])([F:24])[F:23])=[CH:18][CH:17]=3)=[N:8][C:7]=12)#[CH:2].Br[C:27]1[CH:28]=[CH:29][C:30]([NH:33][CH2:34][CH2:35][OH:36])=[N:31][CH:32]=1, predict the reaction product. The product is: [F:15][C:12]([F:14])([F:13])[C:11]1[N:6]2[N:5]=[CH:4][C:3]([C:1]#[C:2][C:27]3[CH:28]=[CH:29][C:30]([NH:33][CH2:34][CH2:35][OH:36])=[N:31][CH:32]=3)=[C:7]2[N:8]=[C:9]([C:16]2[CH:21]=[CH:20][C:19]([C:22]([F:25])([F:24])[F:23])=[CH:18][CH:17]=2)[CH:10]=1. (4) Given the reactants [C:1]([C:3]1[CH:8]=[C:7]([O:9][CH3:10])[C:6]([O:11][CH2:12][C:13]2[CH:18]=[CH:17][CH:16]=[C:15]([S:19]([CH3:27])(=[N:21][C:22]([O:24][CH2:25][CH3:26])=[O:23])=[O:20])[CH:14]=2)=[CH:5][C:4]=1[N:28]=[CH:29][N:30](C)C)#[N:2].N[C:34]1[CH:35]=[C:36]([CH:39]=[CH:40][CH:41]=1)[C:37]#[N:38], predict the reaction product. The product is: [C:37]([C:36]1[CH:35]=[C:34]([NH:2][C:1]2[C:3]3[C:4](=[CH:5][C:6]([O:11][CH2:12][C:13]4[CH:14]=[C:15]([S:19]([CH3:27])(=[N:21][C:22]([O:24][CH2:25][CH3:26])=[O:23])=[O:20])[CH:16]=[CH:17][CH:18]=4)=[C:7]([O:9][CH3:10])[CH:8]=3)[N:28]=[CH:29][N:30]=2)[CH:41]=[CH:40][CH:39]=1)#[N:38]. (5) Given the reactants [CH2:1]([O:3][C:4]([C:6]1[CH:11]=[C:10](Br)[CH:9]=[C:8]([CH3:13])[N:7]=1)=[O:5])[CH3:2].[N:14]1[CH:19]=[C:18](B(O)O)[CH:17]=[N:16][CH:15]=1, predict the reaction product. The product is: [CH2:1]([O:3][C:4]([C:6]1[CH:11]=[C:10]([C:18]2[CH:19]=[N:14][CH:15]=[N:16][CH:17]=2)[CH:9]=[C:8]([CH3:13])[N:7]=1)=[O:5])[CH3:2]. (6) Given the reactants [H-].[H-].[H-].[H-].[Li+].[Al+3].[CH2:7]([C:9]1[CH:14]=[CH:13][C:12]([C:15]2[CH:19]=[C:18]([Cl:20])[S:17][C:16]=2[CH2:21][O:22][C:23]2[CH:28]=[CH:27][C:26]([CH2:29][CH2:30][C:31](OCC)=[O:32])=[C:25]([F:36])[C:24]=2[F:37])=[CH:11][CH:10]=1)[CH3:8], predict the reaction product. The product is: [Cl:20][C:18]1[S:17][C:16]([CH2:21][O:22][C:23]2[CH:28]=[CH:27][C:26]([CH2:29][CH2:30][CH2:31][OH:32])=[C:25]([F:36])[C:24]=2[F:37])=[C:15]([C:12]2[CH:11]=[CH:10][C:9]([CH2:7][CH3:8])=[CH:14][CH:13]=2)[CH:19]=1.